Dataset: Full USPTO retrosynthesis dataset with 1.9M reactions from patents (1976-2016). Task: Predict the reactants needed to synthesize the given product. (1) Given the product [ClH:34].[CH3:29][N:2]([CH3:1])[C:3]1([C:23]2[CH:28]=[CH:27][CH:26]=[CH:25][CH:24]=2)[CH2:8][CH2:7][CH:6]([C:9]2[NH:10][C:11]3[C:16]([C:17]=2[CH2:18][CH2:19][C:20]([OH:22])=[O:21])=[CH:15][CH:14]=[CH:13][CH:12]=3)[CH2:5][CH2:4]1, predict the reactants needed to synthesize it. The reactants are: [CH3:1][N:2]([CH3:29])[C:3]1([C:23]2[CH:28]=[CH:27][CH:26]=[CH:25][CH:24]=2)[CH2:8][CH2:7][CH:6]([C:9]2[NH:10][C:11]3[C:16]([C:17]=2[CH2:18][CH2:19][C:20]([OH:22])=[O:21])=[CH:15][CH:14]=[CH:13][CH:12]=3)[CH2:5][CH2:4]1.[Si]([Cl:34])(C)(C)C. (2) Given the product [CH3:22][C:5]1[C:6]([C:10]2[CH:11]=[C:12]3[C:17](=[CH:18][CH:19]=2)[N:16]([CH3:20])[C:15](=[O:21])[CH2:14][CH2:13]3)=[CH:7][N:8]=[CH:9][C:4]=1[CH2:3][NH:2][C:30]([C:25]1[C:24]([Cl:23])=[CH:29][CH:28]=[CH:27][N:26]=1)=[O:31], predict the reactants needed to synthesize it. The reactants are: Cl.[NH2:2][CH2:3][C:4]1[C:5]([CH3:22])=[C:6]([C:10]2[CH:11]=[C:12]3[C:17](=[CH:18][CH:19]=2)[N:16]([CH3:20])[C:15](=[O:21])[CH2:14][CH2:13]3)[CH:7]=[N:8][CH:9]=1.[Cl:23][C:24]1[C:25]([C:30](O)=[O:31])=[N:26][CH:27]=[CH:28][CH:29]=1. (3) The reactants are: [F:1][C:2]1[CH:3]=[C:4]2[C:8](=[CH:9][C:10]=1[F:11])[C:7](=O)[C:6](=[N:13]O)[CH2:5]2.Cl. Given the product [F:1][C:2]1[CH:3]=[C:4]2[C:8](=[CH:9][C:10]=1[F:11])[CH2:7][CH:6]([NH2:13])[CH2:5]2, predict the reactants needed to synthesize it. (4) Given the product [Cl:1][C:2]1[CH:10]=[C:9]2[C:5]([C:6]([C:16]3[N:17]=[C:18]4[C:24]([C:25]([OH:38])=[O:26])=[CH:23][N:22]([CH2:27][O:28][CH2:29][CH2:30][Si:31]([CH3:33])([CH3:32])[CH3:34])[C:19]4=[N:20][CH:21]=3)=[N:7][N:8]2[CH2:11][CH2:12][N:13]([CH3:15])[CH3:14])=[C:4]([F:35])[CH:3]=1, predict the reactants needed to synthesize it. The reactants are: [Cl:1][C:2]1[CH:10]=[C:9]2[C:5]([C:6]([C:16]3[N:17]=[C:18]4[C:24]([CH:25]=[O:26])=[CH:23][N:22]([CH2:27][O:28][CH2:29][CH2:30][Si:31]([CH3:34])([CH3:33])[CH3:32])[C:19]4=[N:20][CH:21]=3)=[N:7][N:8]2[CH2:11][CH2:12][N:13]([CH3:15])[CH3:14])=[C:4]([F:35])[CH:3]=1.S(=O)(=O)([OH:38])N.Cl([O-])=O.[Na+].OP([O-])(O)=O.[K+].